This data is from Reaction yield outcomes from USPTO patents with 853,638 reactions. The task is: Predict the reaction yield, written as a fraction of the theoretical maximum amount of product (1.0 means a 100% yield; for example, 0.34 means a 34% yield). (1) The reactants are [Cl:1][C:2]1[N:3]=[C:4]([C:9]([OH:11])=O)[NH:5][C:6]=1[CH2:7][CH3:8].S(Cl)(Cl)=O.[NH2:16][C:17]1[CH:33]=[CH:32][C:20]2[N:21]([C:25]([O:27][C:28]([CH3:31])([CH3:30])[CH3:29])=[O:26])[CH2:22][CH2:23][O:24][C:19]=2[CH:18]=1. The catalyst is N1C=CC=CC=1. The product is [Cl:1][C:2]1[N:3]=[C:4]([C:9]([NH:16][C:17]2[CH:33]=[CH:32][C:20]3[N:21]([C:25]([O:27][C:28]([CH3:29])([CH3:30])[CH3:31])=[O:26])[CH2:22][CH2:23][O:24][C:19]=3[CH:18]=2)=[O:11])[NH:5][C:6]=1[CH2:7][CH3:8]. The yield is 0.560. (2) The reactants are [F:1][C:2]1[CH:3]=[C:4]([CH:22]=[CH:23][CH:24]=1)[CH2:5][O:6][C:7]1[CH:8]=[C:9]([CH2:13][CH2:14][NH:15][CH2:16][C:17]2[O:18][CH:19]=[CH:20][CH:21]=2)[CH:10]=[CH:11][CH:12]=1.Cl[CH2:26][C:27]([NH2:29])=[O:28].C(N(CC)CC)C. The catalyst is CN(C)C=O. The product is [F:1][C:2]1[CH:3]=[C:4]([CH:22]=[CH:23][CH:24]=1)[CH2:5][O:6][C:7]1[CH:8]=[C:9]([CH2:13][CH2:14][N:15]([CH2:16][C:17]2[O:18][CH:19]=[CH:20][CH:21]=2)[CH2:26][C:27]([NH2:29])=[O:28])[CH:10]=[CH:11][CH:12]=1. The yield is 0.990. (3) The reactants are C(OC([NH:8][C:9]1[CH:14]=[CH:13][C:12]([C:15]([CH3:18])([CH3:17])[CH3:16])=[C:11]([NH:19][C:20]([C:22]2[C:31](=[O:32])[C:30]3[C:25](=[CH:26][CH:27]=[CH:28][CH:29]=3)[NH:24][CH:23]=2)=[O:21])[CH:10]=1)=O)(C)(C)C.C(O)(C(F)(F)F)=O. The catalyst is C(Cl)Cl. The product is [NH2:8][C:9]1[CH:14]=[CH:13][C:12]([C:15]([CH3:18])([CH3:17])[CH3:16])=[C:11]([NH:19][C:20]([C:22]2[C:31](=[O:32])[C:30]3[C:25](=[CH:26][CH:27]=[CH:28][CH:29]=3)[NH:24][CH:23]=2)=[O:21])[CH:10]=1. The yield is 0.560. (4) The reactants are [CH:1]1[C:6](CCCC(O)=O)=[CH:5][CH:4]=[C:3]([N:13]([CH2:17][CH2:18][Cl:19])[CH2:14][CH2:15][Cl:16])[CH:2]=1.[CH3:20][C:21]1([CH3:31])[N:26]([O])[C:25]([CH3:29])([CH3:28])[CH2:24][CH:23](O)[CH2:22]1.N=[O:33].C(O)[C@@H](O)[C@H:36]1[O:41][C:39](=[O:40])[C:38](O)=[C:37]1O. The catalyst is C(O)C.O. The product is [C:39]([O:41][C:6]1[CH:1]=[CH:2][C:3]([N:13]([CH2:14][CH2:15][Cl:16])[CH2:17][CH2:18][Cl:19])=[CH:4][C:5]=1[CH:23]1[CH2:22][C:21]([CH3:31])([CH3:20])[N:26]([OH:33])[C:25]([CH3:29])([CH3:28])[CH2:24]1)(=[O:40])[CH2:38][CH2:37][CH3:36]. The yield is 0.950.